Predict the reactants needed to synthesize the given product. From a dataset of Full USPTO retrosynthesis dataset with 1.9M reactions from patents (1976-2016). (1) Given the product [Br:1][C:2]1[CH:3]=[C:4]2[C:9](=[CH:10][CH:11]=1)[CH:8]=[C:7]([CH2:12][CH2:13][N:16]1[CH2:17][CH2:18][CH2:19][CH:15]1[CH3:14])[CH:6]=[CH:5]2, predict the reactants needed to synthesize it. The reactants are: [Br:1][C:2]1[CH:11]=[CH:10][C:9]2[C:4](=[CH:5][CH:6]=[C:7]([CH:12]=[CH2:13])[CH:8]=2)[CH:3]=1.[CH3:14][CH:15]1[CH2:19][CH2:18][CH2:17][NH:16]1.C([Li])CCC. (2) Given the product [F:12][C:6]1[CH:7]=[C:8]([F:11])[CH:9]=[CH:10][C:5]=1[C:3]1[N:26]=[C:25]([N:28]2[CH2:33][CH2:32][NH:31][CH2:30][CH2:29]2)[S:27][C:2]=1[C:13]1[CH:14]=[CH:15][C:16]2[N:17]([C:19]([CH:22]([CH3:24])[CH3:23])=[N:20][N:21]=2)[N:18]=1, predict the reactants needed to synthesize it. The reactants are: Br[CH:2]([C:13]1[CH:14]=[CH:15][C:16]2[N:17]([C:19]([CH:22]([CH3:24])[CH3:23])=[N:20][N:21]=2)[N:18]=1)[C:3]([C:5]1[CH:10]=[CH:9][C:8]([F:11])=[CH:7][C:6]=1[F:12])=O.[C:25]([N:28]1[CH2:33][CH2:32][N:31](C(OC(C)(C)C)=O)[CH2:30][CH2:29]1)(=[S:27])[NH2:26]. (3) Given the product [Cl:1][C:2]1[C:7]([Cl:8])=[C:6]([F:9])[CH:5]=[CH:4][C:3]=1[C:10]([N:12]1[CH2:17][CH2:16][N:15]2[C:37]([C:33]3[N:32]=[N:31][CH:36]=[CH:35][CH:34]=3)=[N:39][N:40]=[C:14]2[CH2:13]1)=[O:11], predict the reactants needed to synthesize it. The reactants are: [Cl:1][C:2]1[C:7]([Cl:8])=[C:6]([F:9])[CH:5]=[CH:4][C:3]=1[C:10]([N:12]1[CH2:17][CH2:16][NH:15][C:14](=O)[CH2:13]1)=[O:11].F[B-](F)(F)F.C([O+](CC)CC)C.[N:31]1[CH:36]=[CH:35][CH:34]=[C:33]([C:37]([NH:39][NH2:40])=O)[N:32]=1. (4) Given the product [CH2:16]([O:10][C:8]1[C:7]([Cl:11])=[CH:6][C:3]([C:4]#[N:5])=[C:2]([Cl:1])[CH:9]=1)[CH:15]=[CH2:14], predict the reactants needed to synthesize it. The reactants are: [Cl:1][C:2]1[CH:9]=[C:8]([OH:10])[C:7]([Cl:11])=[CH:6][C:3]=1[C:4]#[N:5].[H-].[Na+].[CH2:14](Br)[CH:15]=[CH2:16]. (5) Given the product [C:21]([O:20][C:18](=[O:19])[NH:17][CH2:16][C:13]1[CH:12]=[CH:11][C:10]([CH2:9][OH:8])=[CH:15][CH:14]=1)([CH3:24])([CH3:22])[CH3:23], predict the reactants needed to synthesize it. The reactants are: [H-].[Al+3].[Li+].[H-].[H-].[H-].C[O:8][C:9](=O)[C:10]1[CH:15]=[CH:14][C:13]([CH2:16][NH:17][C:18]([O:20][C:21]([CH3:24])([CH3:23])[CH3:22])=[O:19])=[CH:12][CH:11]=1.O.O.O.O.O.O.O.O.O.O.S([O-])([O-])(=O)=O.[Na+].[Na+]. (6) The reactants are: Br[C:2]1[C:3]([CH3:21])([CH3:20])[O:4][C:5]2[CH:12]=[C:11]([O:13][CH2:14][O:15][CH3:16])[C:10]([N+:17]([O-:19])=[O:18])=[CH:9][C:6]=2[C:7]=1[OH:8].[OH-].[Na+].O. Given the product [O:8]1[CH:7]2[CH:2]1[C:3]([CH3:21])([CH3:20])[O:4][C:5]1[CH:12]=[C:11]([O:13][CH2:14][O:15][CH3:16])[C:10]([N+:17]([O-:19])=[O:18])=[CH:9][C:6]=12, predict the reactants needed to synthesize it. (7) Given the product [F:17][CH:13]([F:18])[O:11][C:3]1[CH:4]=[CH:5][CH:6]=[C:7]([N+:8]([O-:10])=[O:9])[C:2]=1[F:1], predict the reactants needed to synthesize it. The reactants are: [F:1][C:2]1[C:7]([N+:8]([O-:10])=[O:9])=[CH:6][CH:5]=[CH:4][C:3]=1[OH:11].Cl[C:13]([F:18])([F:17])C([O-])=O.[Na+].C([O-])([O-])=O.[K+].[K+]. (8) The reactants are: [F:1][C:2]([F:40])([F:39])[C@H:3]([N:26]1[CH2:30][CH2:29][C@H:28]([NH:31][C:32](=[O:38])[O:33][C:34]([CH3:37])([CH3:36])[CH3:35])[CH2:27]1)[C:4]1[CH:5]=[N:6][C:7]([NH:10]/[N:11]=[CH:12]/[C:13]2[CH:22]=[CH:21][C:20]3[C:15](=[CH:16][C:17]([O:24][CH3:25])=[C:18]([F:23])[CH:19]=3)[N:14]=2)=[CH:8][CH:9]=1.C(O)(=O)C.I(C1C=CC=CC=1)=O. Given the product [F:40][C:2]([F:1])([F:39])[C@H:3]([N:26]1[CH2:30][CH2:29][C@H:28]([NH:31][C:32](=[O:38])[O:33][C:34]([CH3:37])([CH3:35])[CH3:36])[CH2:27]1)[C:4]1[CH:9]=[CH:8][C:7]2[N:6]([C:12]([C:13]3[CH:22]=[CH:21][C:20]4[C:15](=[CH:16][C:17]([O:24][CH3:25])=[C:18]([F:23])[CH:19]=4)[N:14]=3)=[N:11][N:10]=2)[CH:5]=1, predict the reactants needed to synthesize it. (9) Given the product [C:25]([O:29][C:30]([N:32]1[CH2:37][CH2:36][N:35]([C:10]([C:2]2[NH:1][C:9]3[C:4]([CH:3]=2)=[CH:5][CH:6]=[CH:7][CH:8]=3)=[O:12])[CH2:34][CH2:33]1)=[O:31])([CH3:28])([CH3:26])[CH3:27], predict the reactants needed to synthesize it. The reactants are: [NH:1]1[C:9]2[C:4](=[CH:5][CH:6]=[CH:7][CH:8]=2)[CH:3]=[C:2]1[C:10]([OH:12])=O.C(N1C=CN=C1)(N1C=CN=C1)=O.[C:25]([O:29][C:30]([N:32]1[CH2:37][CH2:36][N:35](C)[CH2:34][CH2:33]1)=[O:31])([CH3:28])([CH3:27])[CH3:26]. (10) Given the product [C:29]([NH:28][CH:14]1[CH2:13][C:9]2[CH:10]=[CH:11][CH:12]=[C:7]([C:6]([OH:5])=[O:36])[C:8]=2[O:23][B:15]1[OH:16])(=[O:33])[CH2:30][CH2:31][CH3:32], predict the reactants needed to synthesize it. The reactants are: C([O:5][C:6](=[O:36])[C:7]1[CH:12]=[CH:11][CH:10]=[C:9]([CH2:13][CH:14]([NH:28][C:29](=[O:33])[CH2:30][CH2:31][CH3:32])[B:15]2[O:23]C3C(C)(C4CC(C3)C4(C)C)[O:16]2)[C:8]=1OC)(C)(C)C.B(Br)(Br)Br.